From a dataset of Full USPTO retrosynthesis dataset with 1.9M reactions from patents (1976-2016). Predict the reactants needed to synthesize the given product. (1) Given the product [CH3:23][O:9][C:8](=[O:10])[CH:7]([N:11]1[C:16](=[O:17])[CH:15]=[C:14]([OH:18])[CH:13]=[N:12]1)[CH2:6][CH:1]1[CH2:5][CH2:4][CH2:3][CH2:2]1, predict the reactants needed to synthesize it. The reactants are: [CH:1]1([CH2:6][CH:7]([N:11]2[C:16](=[O:17])[CH:15]=[C:14]([OH:18])[CH:13]=[N:12]2)[C:8]([OH:10])=[O:9])[CH2:5][CH2:4][CH2:3][CH2:2]1.S(Cl)(Cl)=O.[CH3:23]O. (2) Given the product [F:15][C:16]1[CH:21]=[CH:20][CH:19]=[CH:18][C:17]=1[C:2]1[C:11]2[C:6](=[CH:7][CH:8]=[CH:9][CH:10]=2)[C:5](=[O:12])[O:4][C:3]=1[CH2:13][OH:14], predict the reactants needed to synthesize it. The reactants are: Br[C:2]1[C:11]2[C:6](=[CH:7][CH:8]=[CH:9][CH:10]=2)[C:5](=[O:12])[O:4][C:3]=1[CH2:13][OH:14].[F:15][C:16]1[CH:21]=[CH:20][CH:19]=[CH:18][C:17]=1B(O)O.C([O-])([O-])=O.[Cs+].[Cs+].